Dataset: Full USPTO retrosynthesis dataset with 1.9M reactions from patents (1976-2016). Task: Predict the reactants needed to synthesize the given product. The reactants are: C(OC([NH:11][CH2:12][CH2:13][CH2:14][CH2:15][C@@H:16]([C:25]([OH:27])=O)[NH:17][C:18]([O:20][C:21]([CH3:24])([CH3:23])[CH3:22])=[O:19])=O)C1C=CC=CC=1.[NH:28]1[CH2:32][CH2:31][CH2:30][CH2:29]1. Given the product [C:21]([O:20][C:18]([NH:17][C@H:16]([C:25](=[O:27])[N:28]1[CH2:32][CH2:31][CH2:30][CH2:29]1)[CH2:15][CH2:14][CH2:13][CH2:12][NH2:11])=[O:19])([CH3:22])([CH3:23])[CH3:24], predict the reactants needed to synthesize it.